From a dataset of Forward reaction prediction with 1.9M reactions from USPTO patents (1976-2016). Predict the product of the given reaction. Given the reactants C(OC(=O)[NH:7][C@H:8]([CH2:28][C:29]1[CH:34]=[CH:33][C:32]([O:35][CH3:36])=[CH:31][CH:30]=1)[C:9]([N:11]1[CH2:16][CH2:15][C:14]([C:23](=[O:27])[CH2:24][CH2:25][CH3:26])([CH:17]2[CH2:22][CH2:21][CH2:20][CH2:19][CH2:18]2)[CH2:13][CH2:12]1)=[O:10])(C)(C)C.FC(F)(F)C(O)=O.[OH-].[Na+], predict the reaction product. The product is: [NH2:7][C@H:8]([CH2:28][C:29]1[CH:30]=[CH:31][C:32]([O:35][CH3:36])=[CH:33][CH:34]=1)[C:9]([N:11]1[CH2:16][CH2:15][C:14]([C:23](=[O:27])[CH2:24][CH2:25][CH3:26])([CH:17]2[CH2:18][CH2:19][CH2:20][CH2:21][CH2:22]2)[CH2:13][CH2:12]1)=[O:10].